Dataset: NCI-60 drug combinations with 297,098 pairs across 59 cell lines. Task: Regression. Given two drug SMILES strings and cell line genomic features, predict the synergy score measuring deviation from expected non-interaction effect. Drug 1: C1CN1P(=S)(N2CC2)N3CC3. Drug 2: CCN(CC)CCCC(C)NC1=C2C=C(C=CC2=NC3=C1C=CC(=C3)Cl)OC. Cell line: NCI-H460. Synergy scores: CSS=19.3, Synergy_ZIP=0.228, Synergy_Bliss=1.87, Synergy_Loewe=-11.5, Synergy_HSA=1.34.